This data is from Catalyst prediction with 721,799 reactions and 888 catalyst types from USPTO. The task is: Predict which catalyst facilitates the given reaction. Reactant: [CH3:1][C:2]1[NH:3][C:4](=O)[C:5]2[C:10]3[CH2:11][CH2:12][CH2:13][CH2:14][C:9]=3[O:8][C:6]=2[N:7]=1.O=P(Cl)(Cl)[Cl:18].C(Cl)(Cl)Cl.CCCCCC. Product: [Cl:18][C:4]1[C:5]2[C:10]3[CH2:11][CH2:12][CH2:13][CH2:14][C:9]=3[O:8][C:6]=2[N:7]=[C:2]([CH3:1])[N:3]=1. The catalyst class is: 152.